This data is from Forward reaction prediction with 1.9M reactions from USPTO patents (1976-2016). The task is: Predict the product of the given reaction. (1) Given the reactants Cl.N1C=CC=CC=1.C(OC(=O)C)(=O)C.[CH3:15][C:16]1([CH3:29])[CH:18]([CH:19]=[C:20]([CH3:24])[CH:21]=[N:22]O)[CH:17]1[C:25]([O:27][CH3:28])=[O:26].S(=O)(=O)(O)O, predict the reaction product. The product is: [CH3:15][C:16]1([CH3:29])[CH:18]([CH:19]=[C:20]([C:21]#[N:22])[CH3:24])[CH:17]1[C:25]([O:27][CH3:28])=[O:26]. (2) Given the reactants [NH2:1][C:2]1[CH:3]=[CH:4][C:5]([O:18][CH3:19])=[C:6]([NH:8][C:9](=[O:17])[CH2:10][N:11]2[CH2:16][CH2:15][O:14][CH2:13][CH2:12]2)[CH:7]=1.[Cl:20][C:21]1[CH:29]=[CH:28][C:24]([C:25](O)=[O:26])=[CH:23][N:22]=1.C(N(C(C)C)CC)(C)C.O, predict the reaction product. The product is: [Cl:20][C:21]1[CH:29]=[CH:28][C:24]([C:25]([NH:1][C:2]2[CH:3]=[CH:4][C:5]([O:18][CH3:19])=[C:6]([NH:8][C:9](=[O:17])[CH2:10][N:11]3[CH2:16][CH2:15][O:14][CH2:13][CH2:12]3)[CH:7]=2)=[O:26])=[CH:23][N:22]=1. (3) Given the reactants F[P-](F)(F)(F)(F)F.N1(OC(N(C)C)=[N+](C)C)C2N=CC=CC=2N=N1.[C:25]([O:29][C:30]([NH:32][C:33]1[CH:38]=[C:37]([CH2:39][S:40][C:41]2[C:46]([C:47]([OH:49])=O)=[CH:45][CH:44]=[CH:43][N:42]=2)[CH:36]=[CH:35][N:34]=1)=[O:31])([CH3:28])([CH3:27])[CH3:26].[NH2:50][C:51]1[CH:56]=[C:55]([CH3:57])[CH:54]=[C:53]([CH3:58])[CH:52]=1.C(N(CC)C(C)C)(C)C, predict the reaction product. The product is: [C:25]([O:29][C:30]([NH:32][C:33]1[CH:38]=[C:37]([CH2:39][S:40][C:41]2[C:46]([C:47]([NH:50][C:51]3[CH:56]=[C:55]([CH3:57])[CH:54]=[C:53]([CH3:58])[CH:52]=3)=[O:49])=[CH:45][CH:44]=[CH:43][N:42]=2)[CH:36]=[CH:35][N:34]=1)=[O:31])([CH3:27])([CH3:28])[CH3:26]. (4) Given the reactants [ClH:1].[C:2]([CH2:5][CH2:6][CH2:7][CH2:8][N:9]([CH2:37][C:38]1[CH:46]=[CH:45][C:41]([C:42]([OH:44])=[O:43])=[CH:40][CH:39]=1)[CH2:10][CH2:11][C:12]1[CH:17]=[CH:16][CH:15]=[CH:14][C:13]=1[O:18][CH2:19][C:20]1[CH:25]=[CH:24][C:23]([C:26]2[CH:31]=[CH:30][C:29]([C:32]([F:35])([F:34])[F:33])=[CH:28][CH:27]=2)=[CH:22][C:21]=1[F:36])([OH:4])=[O:3], predict the reaction product. The product is: [ClH:1].[C:2]([CH2:5][CH2:6][CH2:7][CH2:8][N:9]([CH2:37][C:38]1[CH:46]=[CH:45][C:41]([C:42]([OH:44])=[O:43])=[CH:40][CH:39]=1)[CH2:10][CH2:11][C:12]1[CH:17]=[CH:16][CH:15]=[CH:14][C:13]=1[O:18][CH2:19][C:20]1[CH:25]=[CH:24][C:23]([C:26]2[CH:31]=[CH:30][C:29]([C:32]([F:34])([F:35])[F:33])=[CH:28][CH:27]=2)=[CH:22][C:21]=1[F:36])([OH:4])=[O:3]. (5) Given the reactants Cl.Cl.[O:3]1[CH2:8][CH2:7][CH:6]([N:9]2[CH2:14][CH2:13][CH:12]([NH2:15])[CH2:11][CH2:10]2)[CH2:5][CH2:4]1.C(N(CC)C(C)C)(C)C.F[C:26]1[CH:31]=[C:30]([O:32][CH2:33][C:34]([F:37])([F:36])[F:35])[CH:29]=[CH:28][C:27]=1[N+:38]([O-:40])=[O:39], predict the reaction product. The product is: [N+:38]([C:27]1[CH:28]=[CH:29][C:30]([O:32][CH2:33][C:34]([F:35])([F:36])[F:37])=[CH:31][C:26]=1[NH:15][CH:12]1[CH2:13][CH2:14][N:9]([CH:6]2[CH2:5][CH2:4][O:3][CH2:8][CH2:7]2)[CH2:10][CH2:11]1)([O-:40])=[O:39].